This data is from Reaction yield outcomes from USPTO patents with 853,638 reactions. The task is: Predict the reaction yield, written as a fraction of the theoretical maximum amount of product (1.0 means a 100% yield; for example, 0.34 means a 34% yield). (1) The reactants are [CH:1]1([CH:6]=[CH:7][CH:8]([CH3:15])[CH2:9][C:10](OCC)=[O:11])[CH2:5][CH2:4][CH2:3][CH2:2]1.[H-].[Al+3].[Li+].[H-].[H-].[H-].O.[OH-].[Na+]. The catalyst is C(OCC)C. The product is [CH:1]1([CH:6]=[CH:7][CH:8]([CH3:15])[CH2:9][CH2:10][OH:11])[CH2:5][CH2:4][CH2:3][CH2:2]1. The yield is 0.590. (2) The reactants are [NH2:1][C:2]1[CH:27]=[CH:26][C:5]([O:6][C:7]2[CH:12]=[CH:11][N:10]=[C:9]([NH:13][C:14]([N:16]3[CH2:21][CH2:20][CH:19]([CH2:22][N:23]([CH3:25])[CH3:24])[CH2:18][CH2:17]3)=[O:15])[CH:8]=2)=[C:4]([F:28])[CH:3]=1.[C:29]1([CH2:35][C:36]([N:38]=[C:39]=[O:40])=[O:37])[CH:34]=[CH:33][CH:32]=[CH:31][CH:30]=1. The catalyst is O1CCCC1.CCCCCC. The product is [CH3:24][N:23]([CH2:22][CH:19]1[CH2:18][CH2:17][N:16]([C:14]([NH:13][C:9]2[CH:8]=[C:7]([O:6][C:5]3[CH:26]=[CH:27][C:2]([NH:1][C:39]([NH:38][C:36](=[O:37])[CH2:35][C:29]4[CH:30]=[CH:31][CH:32]=[CH:33][CH:34]=4)=[O:40])=[CH:3][C:4]=3[F:28])[CH:12]=[CH:11][N:10]=2)=[O:15])[CH2:21][CH2:20]1)[CH3:25]. The yield is 0.540.